This data is from Clinical trial toxicity outcomes and FDA approval status for drugs. The task is: Regression/Classification. Given a drug SMILES string, predict its toxicity properties. Task type varies by dataset: regression for continuous values (e.g., LD50, hERG inhibition percentage) or binary classification for toxic/non-toxic outcomes (e.g., AMES mutagenicity, cardiotoxicity, hepatotoxicity). Dataset: clintox. The drug is COc1ccccc1Oc1c([N-]S(=O)(=O)c2ccc(C(C)(C)C)cc2)nc(-c2ncccn2)nc1OCCO. The result is 0 (passed clinical trial).